This data is from Full USPTO retrosynthesis dataset with 1.9M reactions from patents (1976-2016). The task is: Predict the reactants needed to synthesize the given product. (1) Given the product [CH:15]1([O:14][CH:11]2[CH2:12][CH2:13][N:8]([C:5]3[N:4]=[CH:3][C:2]([C:32]4[CH:33]=[CH:34][C:29]([C:27]#[N:28])=[CH:30][CH:31]=4)=[CH:7][N:6]=3)[CH2:9][CH2:10]2)[CH2:20][CH2:19][CH2:18][CH2:17][CH2:16]1, predict the reactants needed to synthesize it. The reactants are: Br[C:2]1[CH:3]=[N:4][C:5]([N:8]2[CH2:13][CH2:12][CH:11]([O:14][CH:15]3[CH2:20][CH2:19][CH2:18][CH2:17][CH2:16]3)[CH2:10][CH2:9]2)=[N:6][CH:7]=1.COCCOC.[C:27]([C:29]1[CH:34]=[CH:33][C:32](B(O)O)=[CH:31][CH:30]=1)#[N:28].C(=O)([O-])[O-].[Na+].[Na+]. (2) Given the product [O:3]1[C:7]2[CH:8]=[CH:9][CH:10]=[C:11]([CH:12]3[CH2:17][CH2:16][N:15]([CH2:18][CH2:19][C@H:20]4[CH2:21][CH2:22][C@H:23]([NH:26][C:29](=[O:30])[C:28]([OH:27])([CH3:33])[CH3:32])[CH2:24][CH2:25]4)[CH2:14][CH2:13]3)[C:6]=2[CH2:5][CH2:4]1, predict the reactants needed to synthesize it. The reactants are: Cl.Cl.[O:3]1[C:7]2[CH:8]=[CH:9][CH:10]=[C:11]([CH:12]3[CH2:17][CH2:16][N:15]([CH2:18][CH2:19][C@H:20]4[CH2:25][CH2:24][C@H:23]([NH2:26])[CH2:22][CH2:21]4)[CH2:14][CH2:13]3)[C:6]=2[CH2:5][CH2:4]1.[OH:27][C:28]([CH3:33])([CH3:32])[C:29](O)=[O:30]. (3) Given the product [CH:15]1([C:2]2[N:7]=[C:6]([NH:8][C:9](=[O:14])[C:10]([CH3:13])([CH3:12])[CH3:11])[CH:5]=[CH:4][CH:3]=2)[CH2:17][CH2:16]1, predict the reactants needed to synthesize it. The reactants are: Br[C:2]1[N:7]=[C:6]([NH:8][C:9](=[O:14])[C:10]([CH3:13])([CH3:12])[CH3:11])[CH:5]=[CH:4][CH:3]=1.[CH:15]1(B(O)O)[CH2:17][CH2:16]1.P([O-])([O-])([O-])=O.[K+].[K+].[K+].